From a dataset of Peptide-MHC class I binding affinity with 185,985 pairs from IEDB/IMGT. Regression. Given a peptide amino acid sequence and an MHC pseudo amino acid sequence, predict their binding affinity value. This is MHC class I binding data. (1) The peptide sequence is MLQGKKASVY. The MHC is HLA-A68:02 with pseudo-sequence HLA-A68:02. The binding affinity (normalized) is 0. (2) The binding affinity (normalized) is 0.348. The peptide sequence is LQQHNIVHGK. The MHC is HLA-A03:01 with pseudo-sequence HLA-A03:01. (3) The peptide sequence is FQILHDRFF. The MHC is HLA-A11:01 with pseudo-sequence HLA-A11:01. The binding affinity (normalized) is 0.0847. (4) The peptide sequence is SQAFNTPAL. The MHC is HLA-B57:01 with pseudo-sequence HLA-B57:01. The binding affinity (normalized) is 0.0847. (5) The peptide sequence is WILWISFAIS. The MHC is HLA-A02:02 with pseudo-sequence HLA-A02:02. The binding affinity (normalized) is 0.0910. (6) The peptide sequence is SRWRIRSGL. The MHC is HLA-B07:02 with pseudo-sequence HLA-B07:02. The binding affinity (normalized) is 0.268. (7) The peptide sequence is CLGGLLTMV. The MHC is HLA-A02:02 with pseudo-sequence HLA-A02:02. The binding affinity (normalized) is 0.746.